This data is from Catalyst prediction with 721,799 reactions and 888 catalyst types from USPTO. The task is: Predict which catalyst facilitates the given reaction. (1) Reactant: B.[NH2:2][C:3]1[CH:4]=[CH:5][C:6]([S:13][CH:14]([CH3:16])[CH3:15])=[C:7]([CH:12]=1)[C:8]([NH:10][CH3:11])=O.Cl. Product: [CH:14]([S:13][C:6]1[CH:5]=[CH:4][C:3]([NH2:2])=[CH:12][C:7]=1[CH2:8][NH:10][CH3:11])([CH3:16])[CH3:15]. The catalyst class is: 1. (2) Reactant: [H-].[Na+].[CH2:3]([SH:5])[CH3:4].Cl[C:7]1[C:12]([C:13]([OH:15])=[O:14])=[C:11]([CH3:16])[CH:10]=[C:9]([Cl:17])[N:8]=1. Product: [Cl:17][C:9]1[N:8]=[C:7]([S:5][CH2:3][CH3:4])[C:12]([C:13]([OH:15])=[O:14])=[C:11]([CH3:16])[CH:10]=1. The catalyst class is: 1. (3) Reactant: ClC1N=C2C(NC=N2)=C(Cl)N=1.C(N1C=NC2C1=NC=NC=2)=C.[NH2:23][C:24]1[CH:29]=[CH:28][C:27]([P:30](=[O:33])([CH3:32])[CH3:31])=[CH:26][CH:25]=1.CCN(C(C)C)C(C)C.[Cl:43][C:44]1[N:52]=[C:51]2[C:47]([N:48]=[CH:49][N:50]2[CH:53]=[CH2:54])=[C:46](Cl)[N:45]=1. Product: [Cl:43][C:44]1[N:52]=[C:51]2[C:47]([N:48]=[CH:49][N:50]2[CH:53]=[CH2:54])=[C:46]([NH:23][C:24]2[CH:25]=[CH:26][C:27]([P:30]([CH3:31])([CH3:32])=[O:33])=[CH:28][CH:29]=2)[N:45]=1. The catalyst class is: 14. (4) Reactant: [Cl:1][C:2]1[CH:3]=[C:4]([N:12]=[C:13]2[N:18]([CH2:19][C:20]3[CH:25]=[CH:24][C:23]([O:26][CH3:27])=[CH:22][CH:21]=3)[C:17](=[O:28])[N:16]([CH2:29][C@@H:30]([C:32]([O:34]C)=[O:33])[CH3:31])[C:15](=[O:36])[N:14]2[CH3:37])[CH:5]=[CH:6][C:7]=1[O:8][CH:9]([CH3:11])[CH3:10].CO.[OH-].[Li+].C(O)(=O)CC(CC(O)=O)(C(O)=O)O. Product: [Cl:1][C:2]1[CH:3]=[C:4]([N:12]=[C:13]2[N:18]([CH2:19][C:20]3[CH:25]=[CH:24][C:23]([O:26][CH3:27])=[CH:22][CH:21]=3)[C:17](=[O:28])[N:16]([CH2:29][C@@H:30]([C:32]([OH:34])=[O:33])[CH3:31])[C:15](=[O:36])[N:14]2[CH3:37])[CH:5]=[CH:6][C:7]=1[O:8][CH:9]([CH3:11])[CH3:10]. The catalyst class is: 1. (5) Reactant: Cl[C:2]1[N:7]=[CH:6][N:5]=[C:4]([O:8][CH:9]2[CH2:14][CH2:13][N:12]([C:15]([O:17][C:18]([CH3:21])([CH3:20])[CH3:19])=[O:16])[CH2:11][CH2:10]2)[C:3]=1[CH3:22].[OH:23][C:24]1[CH:31]=[CH:30][C:27]([CH:28]=[O:29])=[CH:26][CH:25]=1.C(=O)([O-])[O-].[Cs+].[Cs+]. Product: [CH:28]([C:27]1[CH:30]=[CH:31][C:24]([O:23][C:2]2[N:7]=[CH:6][N:5]=[C:4]([O:8][CH:9]3[CH2:14][CH2:13][N:12]([C:15]([O:17][C:18]([CH3:21])([CH3:20])[CH3:19])=[O:16])[CH2:11][CH2:10]3)[C:3]=2[CH3:22])=[CH:25][CH:26]=1)=[O:29]. The catalyst class is: 9. (6) Reactant: [BH4-].[Na+].[C:3]([C:6]1[CH:10]=[C:9]([C:11]([NH:13][C@@H:14]([CH3:31])[CH2:15][N:16]2[CH:20]=[C:19]([Cl:21])[C:18]([C:22]3[CH:27]=[CH:26][C:25]([C:28]#[N:29])=[C:24]([Cl:30])[CH:23]=3)=[N:17]2)=[O:12])[NH:8][N:7]=1)(=[O:5])[CH3:4].Cl. Product: [Cl:21][C:19]1[C:18]([C:22]2[CH:27]=[CH:26][C:25]([C:28]#[N:29])=[C:24]([Cl:30])[CH:23]=2)=[N:17][N:16]([CH2:15][C@@H:14]([NH:13][C:11]([C:9]2[NH:8][N:7]=[C:6]([CH:3]([OH:5])[CH3:4])[CH:10]=2)=[O:12])[CH3:31])[CH:20]=1. The catalyst class is: 40. (7) Product: [NH2:35][C:32]1[N:31]=[CH:30][C:29]([C:17]2[N:18]=[C:19]([N:23]3[CH2:24][CH2:25][O:26][CH2:27][CH2:28]3)[C:20]3[N:21]=[CH:22][C:13]([C:9]4[CH:8]=[C:7]([NH:6][C:4]([CH:1]5[CH2:2][CH2:3]5)=[O:5])[CH:12]=[CH:11][CH:10]=4)=[CH:14][C:15]=3[N:16]=2)=[CH:34][N:33]=1. The catalyst class is: 22. Reactant: [CH:1]1([C:4]([NH:6][C:7]2[CH:8]=[C:9]([C:13]3[CH:22]=[N:21][C:20]4[C:19]([N:23]5[CH2:28][CH2:27][O:26][CH2:25][CH2:24]5)=[N:18][C:17]([C:29]5[CH:30]=[N:31][C:32]([NH:35]C(=O)OC(C)(C)C)=[N:33][CH:34]=5)=[N:16][C:15]=4[CH:14]=3)[CH:10]=[CH:11][CH:12]=2)=[O:5])[CH2:3][CH2:2]1.C(Cl)Cl.FC(F)(F)C(O)=O.CO. (8) Reactant: [CH3:1][N:2]1[C:6](=[O:7])[C:5]2=[C:8]([S:16][CH3:17])[S:9][C:10]([C:11]([O:13]CC)=[O:12])=[C:4]2[CH2:3]1.[OH-].[Na+].Cl. Product: [CH3:1][N:2]1[C:6](=[O:7])[C:5]2=[C:8]([S:16][CH3:17])[S:9][C:10]([C:11]([OH:13])=[O:12])=[C:4]2[CH2:3]1. The catalyst class is: 8. (9) Reactant: [CH2:1]([O:3][P:4](/[CH:9]=[CH:10]\[C:11]1[C:12]([O:22][CH2:23][C:24]2[CH:47]=[CH:46][C:27]([O:28][CH2:29][C:30]3[N:31]=[C:32]([C:36]4[CH:37]=[C:38]([CH:43]=[CH:44][CH:45]=4)[C:39]([O:41]C)=[O:40])[O:33][C:34]=3[CH3:35])=[C:26]([O:48][CH3:49])[CH:25]=2)=[N:13][N:14]([C:16]2[CH:21]=[CH:20][CH:19]=[CH:18][CH:17]=2)[CH:15]=1)([O:6][CH2:7][CH3:8])=[O:5])[CH3:2].O1CCCC1.[OH-].[Na+].Cl. Product: [CH2:7]([O:6][P:4](/[CH:9]=[CH:10]\[C:11]1[C:12]([O:22][CH2:23][C:24]2[CH:47]=[CH:46][C:27]([O:28][CH2:29][C:30]3[N:31]=[C:32]([C:36]4[CH:37]=[C:38]([CH:43]=[CH:44][CH:45]=4)[C:39]([OH:41])=[O:40])[O:33][C:34]=3[CH3:35])=[C:26]([O:48][CH3:49])[CH:25]=2)=[N:13][N:14]([C:16]2[CH:17]=[CH:18][CH:19]=[CH:20][CH:21]=2)[CH:15]=1)([O:3][CH2:1][CH3:2])=[O:5])[CH3:8]. The catalyst class is: 72.